Dataset: Reaction yield outcomes from USPTO patents with 853,638 reactions. Task: Predict the reaction yield, written as a fraction of the theoretical maximum amount of product (1.0 means a 100% yield; for example, 0.34 means a 34% yield). (1) The reactants are [Br:1][C:2]1[CH:3]=[C:4]([O:22][C:23]2[CH:28]=[CH:27][CH:26]=[CH:25][CH:24]=2)[C:5]([NH:8][C:9]2[S:10][CH:11]=[C:12]([CH2:14][C:15]([O:20][CH3:21])([CH3:19])[C:16](O)=[O:17])[N:13]=2)=[N:6][CH:7]=1.CN1CCOCC1.C1C=CC2N(O)N=NC=2C=1.CCN=C=NCCCN(C)C.[C:57]([NH:60][NH2:61])(=[O:59])[CH3:58]. The catalyst is C(Cl)Cl.CN(C=O)C. The product is [C:57]([NH:60][NH:61][C:16](=[O:17])[C:15]([O:20][CH3:21])([CH3:19])[CH2:14][C:12]1[N:13]=[C:9]([NH:8][C:5]2[C:4]([O:22][C:23]3[CH:28]=[CH:27][CH:26]=[CH:25][CH:24]=3)=[CH:3][C:2]([Br:1])=[CH:7][N:6]=2)[S:10][CH:11]=1)(=[O:59])[CH3:58]. The yield is 1.00. (2) The reactants are [NH2:1][C:2]1[CH:3]=[C:4]2[C:9](=[CH:10][CH:11]=1)[N:8]=[CH:7][C:6]([C:12]#[N:13])=[C:5]2[NH:14][C:15]1[CH:20]=[CH:19][C:18]([F:21])=[C:17]([Cl:22])[CH:16]=1.[Br:23][C:24]1[CH:25]=[CH:26][C:27]([O:32][CH2:33][CH2:34][O:35][CH3:36])=[C:28]([CH:31]=1)[CH:29]=O.[BH3-]C#N.[Na+]. The catalyst is CCO. The product is [Br:23][C:24]1[CH:25]=[CH:26][C:27]([O:32][CH2:33][CH2:34][O:35][CH3:36])=[C:28]([CH:31]=1)[CH2:29][NH:1][C:2]1[CH:3]=[C:4]2[C:9](=[CH:10][CH:11]=1)[N:8]=[CH:7][C:6]([C:12]#[N:13])=[C:5]2[NH:14][C:15]1[CH:20]=[CH:19][C:18]([F:21])=[C:17]([Cl:22])[CH:16]=1. The yield is 0.500. (3) The reactants are C[C:2]1([CH3:9])[O:6][C@H:5]([CH2:7][OH:8])[CH2:4][O:3]1.[OH-].[K+].[CH2:12](Br)[CH2:13][CH2:14][CH2:15][CH2:16][CH2:17][CH2:18][CH2:19][CH2:20][CH2:21][CH2:22][CH2:23][CH2:24][CH2:25]CC.O. The catalyst is C1C=CC=CC=1. The product is [CH2:2]([O:3][CH2:4][C@H:5]([CH2:7][OH:8])[OH:6])[CH2:9][CH2:25][CH2:24][CH2:23][CH2:22][CH2:21][CH2:20][CH2:19][CH2:18][CH2:17][CH2:16][CH2:15][CH2:14][CH2:13][CH3:12]. The yield is 0.730. (4) The reactants are [CH3:1][O:2][C:3]1[CH:4]=[C:5]([C:9](=[O:11])[CH3:10])[CH:6]=[CH:7][CH:8]=1.[Br:12]Br. The catalyst is C(Cl)(Cl)Cl. The product is [Br:12][CH2:10][C:9]([C:5]1[CH:6]=[CH:7][CH:8]=[C:3]([O:2][CH3:1])[CH:4]=1)=[O:11]. The yield is 0.840. (5) The reactants are [H-].[Na+].[NH:3]1[C:13]2[C:8](=[CH:9][CH:10]=[CH:11][CH:12]=2)[C:6](=[O:7])[C:4]1=[O:5].Br[CH2:15][CH2:16][CH:17]1[CH2:19][CH2:18]1. The catalyst is CN(C)C=O. The product is [CH:17]1([CH2:16][CH2:15][N:3]2[C:13]3[C:8](=[CH:9][CH:10]=[CH:11][CH:12]=3)[C:6](=[O:7])[C:4]2=[O:5])[CH2:19][CH2:18]1. The yield is 0.900.